Dataset: Catalyst prediction with 721,799 reactions and 888 catalyst types from USPTO. Task: Predict which catalyst facilitates the given reaction. Product: [OH:1][C:2]1([C:6]2[S:7][C:8]([C:11]3[CH:12]=[C:13]([NH:18][C:19]4[N:24]=[C:23]([O:25][C:26]([CH3:35])([CH3:34])[C:27]([OH:29])=[O:28])[CH:22]=[CH:21][N:20]=4)[CH:14]=[C:15]([CH3:17])[CH:16]=3)=[CH:9][N:10]=2)[CH2:5][CH2:4][CH2:3]1. Reactant: [OH:1][C:2]1([C:6]2[S:7][C:8]([C:11]3[CH:12]=[C:13]([NH:18][C:19]4[N:24]=[C:23]([O:25][C:26]([CH3:35])([CH3:34])[C:27]([O:29]C(C)(C)C)=[O:28])[CH:22]=[CH:21][N:20]=4)[CH:14]=[C:15]([CH3:17])[CH:16]=3)=[CH:9][N:10]=2)[CH2:5][CH2:4][CH2:3]1.FC(F)(F)C(O)=O. The catalyst class is: 2.